This data is from Full USPTO retrosynthesis dataset with 1.9M reactions from patents (1976-2016). The task is: Predict the reactants needed to synthesize the given product. (1) The reactants are: [C:1]([C:5]1[C:6](=[O:25])[N:7]([CH2:17][C:18]([O:20]C(C)(C)C)=[O:19])[C:8]2[C:13]([N:14]=1)=[CH:12][CH:11]=[C:10]([O:15][CH3:16])[CH:9]=2)([CH3:4])([CH3:3])[CH3:2]. Given the product [C:1]([C:5]1[C:6](=[O:25])[N:7]([CH2:17][C:18]([OH:20])=[O:19])[C:8]2[C:13]([N:14]=1)=[CH:12][CH:11]=[C:10]([O:15][CH3:16])[CH:9]=2)([CH3:4])([CH3:2])[CH3:3], predict the reactants needed to synthesize it. (2) Given the product [NH2:1][C:2]1[C:11]([N:12]2[CH2:17][CH2:16][O:15][CH2:14][CH2:13]2)=[CH:10][C:9]2[C:4](=[CH:5][CH:6]=[C:7]([C:18]3[C:19]([C:30]([N:32]4[CH2:33][CH2:34][CH2:35][CH2:36]4)=[O:31])=[CH:20][CH:21]=[CH:22][C:23]=3[C:24](=[O:38])[CH2:25][C:26]([CH3:29])([CH3:28])[CH3:27])[CH:8]=2)[N:3]=1, predict the reactants needed to synthesize it. The reactants are: [NH2:1][C:2]1[C:11]([N:12]2[CH2:17][CH2:16][O:15][CH2:14][CH2:13]2)=[CH:10][C:9]2[C:4](=[CH:5][CH:6]=[C:7]([C:18]3[C:23]([CH2:24][CH2:25][C:26]([CH3:29])([CH3:28])[CH3:27])=[CH:22][CH:21]=[CH:20][C:19]=3[C:30]([N:32]3[CH2:36][CH2:35][CH2:34][CH2:33]3)=[O:31])[CH:8]=2)[N:3]=1.C(O)=[O:38]. (3) Given the product [F:28][C:25]1[CH:26]=[CH:27][C:22]([C:21]2[N:20]=[N:19][N:18]([CH3:29])[C:17]=2[CH2:16][O:15][C:12]2[CH:13]=[CH:14][C:9]([C:7]([OH:8])=[O:6])=[N:10][CH:11]=2)=[N:23][CH:24]=1, predict the reactants needed to synthesize it. The reactants are: O.[OH-].[Li+].C([O:6][C:7]([C:9]1[CH:14]=[CH:13][C:12]([O:15][CH2:16][C:17]2[N:18]([CH3:29])[N:19]=[N:20][C:21]=2[C:22]2[CH:27]=[CH:26][C:25]([F:28])=[CH:24][N:23]=2)=[CH:11][N:10]=1)=[O:8])C. (4) The reactants are: [N:1]1[CH:6]=[CH:5][CH:4]=[C:3]([C:7]2[NH:8][C:9]3[C:14]([CH:15]=2)=[CH:13][C:12]([C:16]#[N:17])=[CH:11][CH:10]=3)[CH:2]=1.[H-].[Na+].[CH3:20][C:21]1[CH:22]=[C:23]([CH:27]=[C:28]([CH3:30])[CH:29]=1)[C:24](Cl)=[O:25]. Given the product [CH3:20][C:21]1[CH:22]=[C:23]([CH:27]=[C:28]([CH3:30])[CH:29]=1)[C:24]([N:8]1[C:9]2[C:14](=[CH:13][C:12]([C:16]#[N:17])=[CH:11][CH:10]=2)[CH:15]=[C:7]1[C:3]1[CH:2]=[N:1][CH:6]=[CH:5][CH:4]=1)=[O:25], predict the reactants needed to synthesize it. (5) Given the product [C:25]([O:28][C:2]1([C:19]2[CH:24]=[CH:23][CH:22]=[CH:21][CH:20]=2)[C:10]2[C:5](=[CH:6][CH:7]=[C:8]([C:11]3[C:12]([CH3:17])=[N:13][O:14][C:15]=3[CH3:16])[CH:9]=2)[NH:4][C:3]1=[O:18])(=[O:27])[CH3:26], predict the reactants needed to synthesize it. The reactants are: Cl[C:2]1([C:19]2[CH:24]=[CH:23][CH:22]=[CH:21][CH:20]=2)[C:10]2[C:5](=[CH:6][CH:7]=[C:8]([C:11]3[C:12]([CH3:17])=[N:13][O:14][C:15]=3[CH3:16])[CH:9]=2)[NH:4][C:3]1=[O:18].[C:25]([O-:28])(=[O:27])[CH3:26].[Na+]. (6) Given the product [Cl:1][C:2]1[C:3]2[CH2:10][CH2:11][CH2:12][CH:13]([C:17]3[CH:22]=[CH:21][C:20]([F:23])=[C:19]([O:24][CH3:25])[CH:18]=3)[C:14](=[O:15])[C:4]=2[CH:5]=[CH:6][C:7]=1[O:8][CH3:9], predict the reactants needed to synthesize it. The reactants are: [Cl:1][C:2]1[C:7]([O:8][CH3:9])=[CH:6][CH:5]=[CH:4][C:3]=1[CH2:10][CH2:11][CH2:12][CH:13]([C:17]1[CH:22]=[CH:21][C:20]([F:23])=[C:19]([O:24][CH3:25])[CH:18]=1)[C:14](O)=[O:15].O=P12OP3(OP(OP(O3)(O1)=O)(=O)O2)=O.C(=O)(O)[O-].[Na+].C(OCC)(=O)C. (7) Given the product [CH3:1][C:2]1[CH:7]=[CH:6][N:5]=[CH:4][C:3]=1[N:8]1[CH2:12][CH2:11][N:10]([C:15]2[CH:16]=[C:17]([NH:21][C:22](=[O:24])[CH3:23])[CH:18]=[CH:19][CH:20]=2)[C:9]1=[O:13], predict the reactants needed to synthesize it. The reactants are: [CH3:1][C:2]1[CH:7]=[CH:6][N:5]=[CH:4][C:3]=1[N:8]1[CH2:12][CH2:11][NH:10][C:9]1=[O:13].Br[C:15]1[CH:16]=[C:17]([NH:21][C:22](=[O:24])[CH3:23])[CH:18]=[CH:19][CH:20]=1.N[C@@H]1CCCC[C@H]1N.P([O-])([O-])([O-])=O.[K+].[K+].[K+]. (8) The reactants are: [C:1]([C:4]1[S:8][C:7]([NH2:9])=[C:6]([C:10]([N:12]2[CH2:17][CH2:16][CH:15]([N:18]3[CH2:30][CH2:29][CH2:28][C:20]4([C:24](=[O:25])[O:23][C:22]([CH3:27])([CH3:26])[CH2:21]4)[CH2:19]3)[CH2:14][CH2:13]2)=[O:11])[C:5]=1[CH3:31])(=[O:3])[CH3:2].[CH2:32]([N:34]=[C:35]=[O:36])[CH3:33].C(OC(C)C)(C)C. Given the product [C:1]([C:4]1[S:8][C:7]([NH:9][C:35]([NH:34][CH2:32][CH3:33])=[O:36])=[C:6]([C:10]([N:12]2[CH2:17][CH2:16][CH:15]([N:18]3[CH2:30][CH2:29][CH2:28][C:20]4([C:24](=[O:25])[O:23][C:22]([CH3:27])([CH3:26])[CH2:21]4)[CH2:19]3)[CH2:14][CH2:13]2)=[O:11])[C:5]=1[CH3:31])(=[O:3])[CH3:2], predict the reactants needed to synthesize it.